Dataset: Forward reaction prediction with 1.9M reactions from USPTO patents (1976-2016). Task: Predict the product of the given reaction. Given the reactants [CH2:1]([C@:3]12[CH2:11][CH2:10][C@@H:9]3[C:12]4[CH:13]=[CH:14][C:15]([O:21][CH3:22])=[CH:16][C:17]=4[CH2:18][C@@H:19]([CH3:20])[C@H:8]3[C@@H:7]1[CH2:6][CH2:5][C@@H:4]2[OH:23])[CH3:2].C[N+]1([O-])CCOCC1, predict the reaction product. The product is: [CH2:1]([C@:3]12[CH2:11][CH2:10][C@@H:9]3[C:12]4[CH:13]=[CH:14][C:15]([O:21][CH3:22])=[CH:16][C:17]=4[CH2:18][C@@H:19]([CH3:20])[C@H:8]3[C@@H:7]1[CH2:6][CH2:5][C:4]2=[O:23])[CH3:2].